This data is from Reaction yield outcomes from USPTO patents with 853,638 reactions. The task is: Predict the reaction yield, written as a fraction of the theoretical maximum amount of product (1.0 means a 100% yield; for example, 0.34 means a 34% yield). (1) The reactants are [C:1]([C:5]1[CH:24]=[CH:23][C:8]([O:9][CH2:10][CH2:11][N:12]2C(=O)C3C(=CC=CC=3)C2=O)=[CH:7][CH:6]=1)([CH3:4])([CH3:3])[CH3:2].[OH-].[Na+]. The catalyst is CO. The product is [C:1]([C:5]1[CH:24]=[CH:23][C:8]([O:9][CH2:10][CH2:11][NH2:12])=[CH:7][CH:6]=1)([CH3:4])([CH3:2])[CH3:3]. The yield is 0.310. (2) The reactants are O[C:2]1([CH:8]=[O:9])[CH:7]=[CH:6][CH:5]=[CH:4][NH:3]1.I[CH2:11][CH2:12][CH2:13][CH3:14].C(=O)([O-])[O-:16].[K+].[K+].C(OCC)(=O)C. The catalyst is CN(C=O)C. The product is [CH2:11]([O:16][C:7]1[C:2]([CH:8]=[O:9])=[N:3][CH:4]=[CH:5][CH:6]=1)[CH2:12][CH2:13][CH3:14]. The yield is 0.900.